Dataset: Full USPTO retrosynthesis dataset with 1.9M reactions from patents (1976-2016). Task: Predict the reactants needed to synthesize the given product. (1) Given the product [C:10]([CH2:12][C:13]1[S:15][CH:2]=[C:3]([C:4]([O:6][CH2:7][CH3:8])=[O:5])[N:14]=1)#[N:11], predict the reactants needed to synthesize it. The reactants are: Br[CH2:2][C:3](=O)[C:4]([O:6][CH2:7][CH3:8])=[O:5].[C:10]([CH2:12][C:13](=[S:15])[NH2:14])#[N:11]. (2) The reactants are: [C:1]([O:5][C:6](=[O:31])[C:7]1[CH:12]=[CH:11][C:10]([C:13](=O)[CH2:14][C:15]([C:21]2[CH:26]=[C:25]([Cl:27])[CH:24]=[C:23]([Cl:28])[CH:22]=2)([SH:20])[C:16]([F:19])([F:18])[F:17])=[CH:9][C:8]=1[CH3:30])([CH3:4])([CH3:3])[CH3:2].[NH2:32]OS(O)(=O)=O.[OH-].[K+]. Given the product [C:1]([O:5][C:6](=[O:31])[C:7]1[CH:12]=[CH:11][C:10]([C:13]2[CH2:14][C:15]([C:21]3[CH:26]=[C:25]([Cl:27])[CH:24]=[C:23]([Cl:28])[CH:22]=3)([C:16]([F:19])([F:18])[F:17])[S:20][N:32]=2)=[CH:9][C:8]=1[CH3:30])([CH3:4])([CH3:3])[CH3:2], predict the reactants needed to synthesize it. (3) Given the product [CH2:1]([O:3][C:4]([C:6]1[C:7]([C:19]([CH3:21])=[CH2:20])=[C:8]2[N:13]([CH:14]=1)[CH:12]=[C:11]([CH2:15][N:16]1[CH:26]=[C:25]([C:24]([OH:29])([C:23]([F:31])([F:30])[F:22])[CH2:27][CH3:28])[N:18]=[N:17]1)[CH:10]=[CH:9]2)=[O:5])[CH3:2], predict the reactants needed to synthesize it. The reactants are: [CH2:1]([O:3][C:4]([C:6]1[C:7]([C:19]([CH3:21])=[CH2:20])=[C:8]2[N:13]([CH:14]=1)[CH:12]=[C:11]([CH2:15][N:16]=[N+:17]=[N-:18])[CH:10]=[CH:9]2)=[O:5])[CH3:2].[F:22][C:23]([F:31])([F:30])[C:24]([OH:29])([CH2:27][CH3:28])[C:25]#[CH:26]. (4) Given the product [Cl:21][C:22]1[CH:23]=[CH:24][C:25]([CH:28]([C:30]2[CH:35]=[CH:34][C:33]([CH3:36])=[CH:32][C:31]=2[CH3:37])[NH:29][C:17](=[O:19])[CH2:16][C:13]2[CH:12]=[CH:11][C:10]([O:9][CH2:8][CH2:7][C:6]3[C:2]([CH3:1])=[N:3][O:4][C:5]=3[CH3:20])=[CH:15][CH:14]=2)=[CH:26][CH:27]=1, predict the reactants needed to synthesize it. The reactants are: [CH3:1][C:2]1[C:6]([CH2:7][CH2:8][O:9][C:10]2[CH:15]=[CH:14][C:13]([CH2:16][C:17]([OH:19])=O)=[CH:12][CH:11]=2)=[C:5]([CH3:20])[O:4][N:3]=1.[Cl:21][C:22]1[CH:27]=[CH:26][C:25]([CH:28]([C:30]2[CH:35]=[CH:34][C:33]([CH3:36])=[CH:32][C:31]=2[CH3:37])[NH2:29])=[CH:24][CH:23]=1. (5) Given the product [F:13][C:14]1[CH:19]=[CH:18][C:17]([CH:20]([CH2:11][CH:10]2[CH2:9][CH2:8][CH2:30][CH2:29][O:28]2)[C:21]([OH:23])=[O:22])=[CH:16][C:15]=1[C:24]([F:25])([F:26])[F:27], predict the reactants needed to synthesize it. The reactants are: C(NC(C)C)(C)C.[CH2:8]([Li])[CH2:9][CH2:10][CH3:11].[F:13][C:14]1[CH:19]=[CH:18][C:17]([CH2:20][C:21]([OH:23])=[O:22])=[CH:16][C:15]=1[C:24]([F:27])([F:26])[F:25].[O:28]1CC[CH2:30][CH2:29]1.